Dataset: Forward reaction prediction with 1.9M reactions from USPTO patents (1976-2016). Task: Predict the product of the given reaction. (1) Given the reactants [CH:1]1([NH:4][C:5]2[C:10]([C:11]([NH2:13])=[O:12])=[CH:9][N:8]=[C:7]([NH:14][C:15]3[CH:20]=[CH:19][C:18]([CH:21]4[CH2:26][CH2:25][NH:24][CH2:23][CH2:22]4)=[CH:17][CH:16]=3)[N:6]=2)[CH2:3][CH2:2]1.[CH3:27][CH2:28][N:29](C(C)C)C(C)C.BrCC#N, predict the reaction product. The product is: [C:28]([CH2:27][N:24]1[CH2:25][CH2:26][CH:21]([C:18]2[CH:19]=[CH:20][C:15]([NH:14][C:7]3[N:6]=[C:5]([NH:4][CH:1]4[CH2:3][CH2:2]4)[C:10]([C:11]([NH2:13])=[O:12])=[CH:9][N:8]=3)=[CH:16][CH:17]=2)[CH2:22][CH2:23]1)#[N:29]. (2) Given the reactants Br[C:2]1[N:7]=[C:6]([C:8]([O:10][CH3:11])=[O:9])[CH:5]=[CH:4][C:3]=1[F:12].C(N(CC)CC)C.[CH:20]#[C:21][CH2:22][CH3:23], predict the reaction product. The product is: [C:20]([C:2]1[N:7]=[C:6]([C:8]([O:10][CH3:11])=[O:9])[CH:5]=[CH:4][C:3]=1[F:12])#[C:21][CH2:22][CH3:23]. (3) Given the reactants [C:1]([B-:3]([C:8]#[N:9])([C:6]#[N:7])[C:4]#[N:5])#[N:2].[K+].[Br-].[CH2:12]([N+:14]1[C:18]2[CH:19]=[CH:20][CH:21]=[CH:22][C:17]=2[S:16][C:15]=1[CH3:23])[CH3:13], predict the reaction product. The product is: [C:1]([B-:3]([C:8]#[N:9])([C:6]#[N:7])[C:4]#[N:5])#[N:2].[CH2:12]([N+:14]1[C:18]2[CH:19]=[CH:20][CH:21]=[CH:22][C:17]=2[S:16][C:15]=1[CH3:23])[CH3:13]. (4) Given the reactants [CH3:1][O:2][CH2:3][CH2:4][C:5]1([O:14][C:15]2[CH:20]=[CH:19][C:18]([O:21][C:22]3[CH:27]=[CH:26][C:25]([C:28]4[NH:32][N:31]=[C:30]([C:33]5[CH:38]=[CH:37][CH:36]=[C:35]([F:39])[CH:34]=5)[CH:29]=4)=[CH:24][CH:23]=3)=[CH:17][CH:16]=2)[C:10](=[O:11])[NH:9][C:8](=[O:12])[NH:7][C:6]1=[O:13].Br[C:41]1(CCOCC)C(=O)NC(=O)NC1=O, predict the reaction product. The product is: [CH2:1]([O:2][CH2:3][CH2:4][C:5]1([O:14][C:15]2[CH:20]=[CH:19][C:18]([O:21][C:22]3[CH:23]=[CH:24][C:25]([C:28]4[NH:32][N:31]=[C:30]([C:33]5[CH:38]=[CH:37][CH:36]=[C:35]([F:39])[CH:34]=5)[CH:29]=4)=[CH:26][CH:27]=3)=[CH:17][CH:16]=2)[C:6](=[O:13])[NH:7][C:8](=[O:12])[NH:9][C:10]1=[O:11])[CH3:41]. (5) Given the reactants [Na].[CH:2]1([N:8]([CH:20]2[CH2:25][CH2:24][CH2:23][CH2:22][CH2:21]2)[C:9]([NH:11][C:12]2[S:13][CH:14]=[C:15]([CH2:17][CH2:18][OH:19])[N:16]=2)=[O:10])[CH2:7][CH2:6][CH2:5][CH2:4][CH2:3]1.Br[C:27]1[CH:32]=[CH:31][CH:30]=[CH:29][N:28]=1, predict the reaction product. The product is: [CH:20]1([N:8]([CH:2]2[CH2:3][CH2:4][CH2:5][CH2:6][CH2:7]2)[C:9]([NH:11][C:12]2[S:13][CH:14]=[C:15]([CH2:17][CH2:18][O:19][C:27]3[CH:32]=[CH:31][CH:30]=[CH:29][N:28]=3)[N:16]=2)=[O:10])[CH2:25][CH2:24][CH2:23][CH2:22][CH2:21]1. (6) Given the reactants [Cl:1][C:2]1[CH:7]=[CH:6][C:5]([SH:8])=[CH:4][CH:3]=1.Br[CH2:10][CH2:11][CH2:12][CH2:13][CH2:14][CH2:15][CH2:16][C:17]([O:19]CC)=[O:18].[OH-].[K+], predict the reaction product. The product is: [Cl:1][C:2]1[CH:7]=[CH:6][C:5]([S:8][CH2:10][CH2:11][CH2:12][CH2:13][CH2:14][CH2:15][CH2:16][C:17]([OH:19])=[O:18])=[CH:4][CH:3]=1. (7) Given the reactants [NH2:1][CH2:2][CH:3]1[CH2:8][CH2:7][N:6]([C:9]([O:11][CH2:12][C:13]2[CH:18]=[CH:17][C:16]([CH3:19])=[CH:15][CH:14]=2)=[O:10])[CH2:5][CH2:4]1.Cl[C:21]1[N:26]=[CH:25][CH:24]=[CH:23][N:22]=1.C(N(CC)CC)C, predict the reaction product. The product is: [N:22]1[CH:23]=[CH:24][CH:25]=[N:26][C:21]=1[NH:1][CH2:2][CH:3]1[CH2:8][CH2:7][N:6]([C:9]([O:11][CH2:12][C:13]2[CH:14]=[CH:15][C:16]([CH3:19])=[CH:17][CH:18]=2)=[O:10])[CH2:5][CH2:4]1.